Regression. Given a peptide amino acid sequence and an MHC pseudo amino acid sequence, predict their binding affinity value. This is MHC class II binding data. From a dataset of Peptide-MHC class II binding affinity with 134,281 pairs from IEDB. (1) The peptide sequence is LQSLGADIASEQAVL. The MHC is HLA-DQA10102-DQB10602 with pseudo-sequence HLA-DQA10102-DQB10602. The binding affinity (normalized) is 0.537. (2) The peptide sequence is MLIESNLAGSNDNFL. The MHC is DRB3_0101 with pseudo-sequence DRB3_0101. The binding affinity (normalized) is 0.0480. (3) The peptide sequence is ELQVIEKVDAAFKVA. The MHC is HLA-DQA10501-DQB10301 with pseudo-sequence HLA-DQA10501-DQB10301. The binding affinity (normalized) is 0.583. (4) The peptide sequence is NRQILDNAAKYVEHD. The MHC is HLA-DPA10301-DPB10402 with pseudo-sequence HLA-DPA10301-DPB10402. The binding affinity (normalized) is 0.0569. (5) The peptide sequence is EVFFQRLGIASGRARY. The MHC is HLA-DPA10301-DPB10402 with pseudo-sequence HLA-DPA10301-DPB10402. The binding affinity (normalized) is 0.385.